The task is: Regression. Given two drug SMILES strings and cell line genomic features, predict the synergy score measuring deviation from expected non-interaction effect.. This data is from NCI-60 drug combinations with 297,098 pairs across 59 cell lines. (1) Drug 1: C1=CC(=CC=C1C#N)C(C2=CC=C(C=C2)C#N)N3C=NC=N3. Drug 2: C1=CC=C(C(=C1)C(C2=CC=C(C=C2)Cl)C(Cl)Cl)Cl. Cell line: T-47D. Synergy scores: CSS=5.55, Synergy_ZIP=-2.58, Synergy_Bliss=-3.56, Synergy_Loewe=2.02, Synergy_HSA=-1.07. (2) Drug 1: C1=CN(C(=O)N=C1N)C2C(C(C(O2)CO)O)O.Cl. Drug 2: CC1=C(C=C(C=C1)C(=O)NC2=CC(=CC(=C2)C(F)(F)F)N3C=C(N=C3)C)NC4=NC=CC(=N4)C5=CN=CC=C5. Cell line: NCI/ADR-RES. Synergy scores: CSS=43.4, Synergy_ZIP=-3.80, Synergy_Bliss=-4.73, Synergy_Loewe=-18.7, Synergy_HSA=-3.53. (3) Drug 1: CC1OCC2C(O1)C(C(C(O2)OC3C4COC(=O)C4C(C5=CC6=C(C=C35)OCO6)C7=CC(=C(C(=C7)OC)O)OC)O)O. Drug 2: C1CN1P(=S)(N2CC2)N3CC3. Cell line: NCIH23. Synergy scores: CSS=62.4, Synergy_ZIP=-1.60, Synergy_Bliss=-1.12, Synergy_Loewe=-0.627, Synergy_HSA=2.85. (4) Drug 1: CCN(CC)CCCC(C)NC1=C2C=C(C=CC2=NC3=C1C=CC(=C3)Cl)OC. Drug 2: CCC1(C2=C(COC1=O)C(=O)N3CC4=CC5=C(C=CC(=C5CN(C)C)O)N=C4C3=C2)O.Cl. Cell line: OVCAR3. Synergy scores: CSS=9.26, Synergy_ZIP=-6.17, Synergy_Bliss=1.59, Synergy_Loewe=-7.60, Synergy_HSA=0.584. (5) Drug 1: CN(C)N=NC1=C(NC=N1)C(=O)N. Drug 2: COCCOC1=C(C=C2C(=C1)C(=NC=N2)NC3=CC=CC(=C3)C#C)OCCOC.Cl. Cell line: A498. Synergy scores: CSS=14.5, Synergy_ZIP=-1.89, Synergy_Bliss=0.862, Synergy_Loewe=-4.44, Synergy_HSA=0.814. (6) Drug 1: COC1=C(C=C2C(=C1)N=CN=C2NC3=CC(=C(C=C3)F)Cl)OCCCN4CCOCC4. Drug 2: CC1=C(N=C(N=C1N)C(CC(=O)N)NCC(C(=O)N)N)C(=O)NC(C(C2=CN=CN2)OC3C(C(C(C(O3)CO)O)O)OC4C(C(C(C(O4)CO)O)OC(=O)N)O)C(=O)NC(C)C(C(C)C(=O)NC(C(C)O)C(=O)NCCC5=NC(=CS5)C6=NC(=CS6)C(=O)NCCC[S+](C)C)O. Cell line: CAKI-1. Synergy scores: CSS=57.1, Synergy_ZIP=-7.35, Synergy_Bliss=-4.19, Synergy_Loewe=-0.227, Synergy_HSA=1.59.